From a dataset of Full USPTO retrosynthesis dataset with 1.9M reactions from patents (1976-2016). Predict the reactants needed to synthesize the given product. (1) Given the product [CH3:19][O:20][C:21]1[CH:27]=[CH:26][C:24]([NH:13][C:12]2[C:11]3[C:10](=[CH:9][CH:8]=[C:6]4[N:7]=[C:3]([C:1]#[N:2])[S:4][C:5]4=3)[N:14]=[CH:15][N:16]=2)=[CH:23][CH:22]=1, predict the reactants needed to synthesize it. The reactants are: [C:1]([C:3]1[S:4][C:5]2[C:11]([C:12]#[N:13])=[C:10](/[N:14]=[CH:15]/[N:16](C)C)[CH:9]=[CH:8][C:6]=2[N:7]=1)#[N:2].[CH3:19][O:20][C:21]1[CH:27]=[CH:26][C:24](N)=[CH:23][CH:22]=1.[K+].[Br-]. (2) Given the product [NH:13]1[CH2:14][CH2:15][CH:10]([NH:9][C:6]2[N:7]=[N:8][C:3]([C:2]([F:24])([F:23])[F:1])=[CH:4][CH:5]=2)[CH2:11][CH2:12]1, predict the reactants needed to synthesize it. The reactants are: [F:1][C:2]([F:24])([F:23])[C:3]1[N:8]=[N:7][C:6]([NH:9][CH:10]2[CH2:15][CH2:14][N:13](C(OC(C)(C)C)=O)[CH2:12][CH2:11]2)=[CH:5][CH:4]=1.Cl.C(O)(C)C. (3) Given the product [C:13]1([C:16]2[CH:17]=[CH:18][CH:19]=[CH:20][CH:21]=2)[CH:12]=[CH:11][C:10]([CH2:9][N:8]2[CH:3]=[C:4]([C:26]([OH:28])=[O:27])[C:5](=[O:25])[C:6]3[CH2:24][CH2:23][CH2:22][C:7]2=3)=[CH:15][CH:14]=1, predict the reactants needed to synthesize it. The reactants are: C([C:3]1[N:8]([CH2:9][C:10]2[CH:15]=[CH:14][C:13]([C:16]3[CH:21]=[CH:20][CH:19]=[CH:18][CH:17]=3)=[CH:12][CH:11]=2)[CH:7]2[CH2:22][CH2:23][CH2:24][CH:6]2[C:5](=[O:25])[C:4]=1[C:26]([O-:28])=[O:27])C.[OH-].[Na+].Cl. (4) Given the product [C:44]([O:48][C:49]([N:51]1[CH2:56][CH2:55][N:54]([C:31]([C:17]2[C:18]3[C:23]([CH3:24])=[N:22][N:21]([CH:25]4[CH2:30][CH2:29][CH2:28][CH2:27][O:26]4)[C:19]=3[N:20]=[C:15]([C:12]3[CH:13]=[CH:14][C:9]([O:8][CH2:1][C:2]4[CH:3]=[CH:4][CH:5]=[CH:6][CH:7]=4)=[CH:10][C:11]=3[F:34])[CH:16]=2)=[O:33])[CH:53]([C:57]2[CH:62]=[CH:61][CH:60]=[CH:59][CH:58]=2)[CH2:52]1)=[O:50])([CH3:47])([CH3:45])[CH3:46], predict the reactants needed to synthesize it. The reactants are: [CH2:1]([O:8][C:9]1[CH:14]=[CH:13][C:12]([C:15]2[CH:16]=[C:17]([C:31]([OH:33])=O)[C:18]3[C:23]([CH3:24])=[N:22][N:21]([CH:25]4[CH2:30][CH2:29][CH2:28][CH2:27][O:26]4)[C:19]=3[N:20]=2)=[C:11]([F:34])[CH:10]=1)[C:2]1[CH:7]=[CH:6][CH:5]=[CH:4][CH:3]=1.CCN(C(C)C)C(C)C.[C:44]([O:48][C:49]([N:51]1[CH2:56][CH2:55][NH:54][CH:53]([C:57]2[CH:62]=[CH:61][CH:60]=[CH:59][CH:58]=2)[CH2:52]1)=[O:50])([CH3:47])([CH3:46])[CH3:45].